The task is: Predict the reaction yield, written as a fraction of the theoretical maximum amount of product (1.0 means a 100% yield; for example, 0.34 means a 34% yield).. This data is from Reaction yield outcomes from USPTO patents with 853,638 reactions. (1) The reactants are [C:1]([O:5][C:6](=[O:36])[C:7]([O:10][C:11]1[CH:16]=[CH:15][C:14]([CH2:17][CH2:18][CH2:19][CH:20]2[C:24](=O)[N:23]([CH2:26][C:27]3[CH:32]=[CH:31][C:30]([CH3:33])=[C:29]([CH3:34])[CH:28]=3)[C:22](=[O:35])[NH:21]2)=[CH:13][CH:12]=1)([CH3:9])[CH3:8])([CH3:4])([CH3:3])[CH3:2]. The catalyst is C1COCC1. The product is [C:1]([O:5][C:6](=[O:36])[C:7]([O:10][C:11]1[CH:12]=[CH:13][C:14]([CH2:17][CH2:18][CH2:19][CH:20]2[CH2:24][N:23]([CH2:26][C:27]3[CH:32]=[CH:31][C:30]([CH3:33])=[C:29]([CH3:34])[CH:28]=3)[C:22](=[O:35])[NH:21]2)=[CH:15][CH:16]=1)([CH3:8])[CH3:9])([CH3:3])([CH3:2])[CH3:4]. The yield is 0.470. (2) The reactants are [CH3:1][C:2]1[CH:7]=[C:6]([CH3:8])[CH:5]=[C:4]([CH3:9])[C:3]=1[N:10]=[C:11]=[O:12].[NH2:13][C:14]1[CH:15]=[C:16]([C:35]2[CH:40]=[CH:39][CH:38]=[CH:37][C:36]=2[O:41][CH3:42])[CH:17]=[CH:18][C:19]=1[C:20]([NH:22][C@H:23]([C:31]([O:33][CH3:34])=[O:32])[C@@H:24]([CH3:30])[O:25][C:26]([CH3:29])([CH3:28])[CH3:27])=[O:21].CCCCCC.C(OCC)(=O)C. The catalyst is N1C=CC=CC=1. The product is [CH3:29][C:26]([O:25][C@H:24]([CH3:30])[C@@H:23]([C:31]([O:33][CH3:34])=[O:32])[NH:22][C:20]([C:19]1[CH:18]=[CH:17][C:16]([C:35]2[CH:40]=[CH:39][CH:38]=[CH:37][C:36]=2[O:41][CH3:42])=[CH:15][C:14]=1[NH:13][C:11]([NH:10][C:3]1[C:2]([CH3:1])=[CH:7][C:6]([CH3:8])=[CH:5][C:4]=1[CH3:9])=[O:12])=[O:21])([CH3:27])[CH3:28]. The yield is 0.770. (3) The yield is 0.560. The product is [Br:3][C:4]1[CH:12]=[C:11]2[C:7]([CH:8]=[CH:9][N:10]2[CH2:14][CH2:15][OH:16])=[CH:6][CH:5]=1. The reactants are [OH-].[K+].[Br:3][C:4]1[CH:12]=[C:11]2[C:7]([CH:8]=[CH:9][NH:10]2)=[CH:6][CH:5]=1.Br[CH2:14][CH2:15][OH:16].O. The catalyst is CS(C)=O. (4) The reactants are [F:1][C:2]([F:36])([F:35])[C:3]1[CH:4]=[C:5]([C:13]([CH3:34])([CH3:33])[C:14]([N:16]([C:18]2[CH:19]=[N:20][C:21](Cl)=[CH:22][C:23]=2[C:24]2[CH:29]=[CH:28][C:27]([F:30])=[CH:26][C:25]=2[CH3:31])[CH3:17])=[O:15])[CH:6]=[C:7]([C:9]([F:12])([F:11])[F:10])[CH:8]=1.[SH:37][CH2:38][CH2:39][OH:40].C(=O)([O-])[O-].[K+].[K+]. The catalyst is O. The product is [F:1][C:2]([F:36])([F:35])[C:3]1[CH:4]=[C:5]([C:13]([CH3:34])([CH3:33])[C:14]([N:16]([C:18]2[CH:19]=[N:20][C:21]([S:37][CH2:38][CH2:39][OH:40])=[CH:22][C:23]=2[C:24]2[CH:29]=[CH:28][C:27]([F:30])=[CH:26][C:25]=2[CH3:31])[CH3:17])=[O:15])[CH:6]=[C:7]([C:9]([F:12])([F:11])[F:10])[CH:8]=1. The yield is 0.500. (5) The reactants are [NH2:1][C:2]1[C:3]([Br:10])=[CH:4][C:5]([Cl:9])=[C:6]([OH:8])[CH:7]=1.C(=O)([O-])[O-].[Cs+].[Cs+].[I-].[Na+].Br[CH2:20][CH2:21][O:22][Si:23]([C:26]([CH3:29])([CH3:28])[CH3:27])([CH3:25])[CH3:24]. The catalyst is CN1C(=O)CCC1.O. The product is [Br:10][C:3]1[CH:4]=[C:5]([Cl:9])[C:6]([O:8][CH2:20][CH2:21][O:22][Si:23]([C:26]([CH3:29])([CH3:28])[CH3:27])([CH3:25])[CH3:24])=[CH:7][C:2]=1[NH2:1]. The yield is 0.780. (6) The reactants are [Cl:1][C:2]1[CH:7]=[CH:6][C:5]([C:8]2[CH:13]=[C:12]([CH:14]([F:16])[F:15])[N:11]3[N:17]=[CH:18][CH:19]=[C:10]3[N:9]=2)=[CH:4][C:3]=1[CH3:20].C([O-])(=O)C.[Na+].[I:26]Cl. The catalyst is C(O)(=O)C.O. The product is [Cl:1][C:2]1[CH:7]=[CH:6][C:5]([C:8]2[CH:13]=[C:12]([CH:14]([F:16])[F:15])[N:11]3[N:17]=[CH:18][C:19]([I:26])=[C:10]3[N:9]=2)=[CH:4][C:3]=1[CH3:20]. The yield is 0.960.